Predict the product of the given reaction. From a dataset of Forward reaction prediction with 1.9M reactions from USPTO patents (1976-2016). (1) Given the reactants [C:1]([N:8]1[CH2:14][CH2:13][CH2:12][NH:11][CH2:10][CH2:9]1)([O:3]C(C)(C)C)=[O:2].Br[C:16]1[C:21]([N+:22]([O-:24])=[O:23])=[CH:20][CH:19]=[CH:18][C:17]=1[O:25][CH3:26].C(=O)([O-])[O-].[Cs+].[Cs+], predict the reaction product. The product is: [CH3:26][O:25][C:17]1[CH:18]=[CH:19][CH:20]=[C:21]([N+:22]([O-:24])=[O:23])[C:16]=1[N:11]1[CH2:12][CH2:13][CH2:14][N:8]([C:1]([OH:3])=[O:2])[CH2:9][CH2:10]1. (2) The product is: [C:1]([O:5][C:6]([N:8]1[CH2:13][CH2:12][CH:11]2[CH:10]([O:19][CH2:16][C:15](=[O:18])[NH:14]2)[CH2:9]1)=[O:7])([CH3:4])([CH3:3])[CH3:2]. Given the reactants [C:1]([O:5][C:6]([N:8]1[CH2:13][CH2:12][C@@H:11]([NH:14][C:15](=[O:18])[CH2:16]Cl)[C@H:10]([OH:19])[CH2:9]1)=[O:7])([CH3:4])([CH3:3])[CH3:2].[H-].[Na+], predict the reaction product. (3) The product is: [C:14]([C:11]1[CH:12]=[C:13]2[C:8](=[CH:9][CH:10]=1)[NH:7][C:6]([CH3:18])=[C:5]2[CH2:4][C:3]1[CH:19]=[CH:20][C:21]([C:23]2[CH:28]=[CH:27][CH:26]=[CH:25][CH:24]=2)=[CH:22][C:2]=1[Cl:1])([OH:16])=[O:15]. Given the reactants [Cl:1][C:2]1[CH:22]=[C:21]([C:23]2[CH:28]=[CH:27][CH:26]=[CH:25][CH:24]=2)[CH:20]=[CH:19][C:3]=1[CH2:4][C:5]1[C:13]2[C:8](=[CH:9][CH:10]=[C:11]([C:14]([O:16]C)=[O:15])[CH:12]=2)[NH:7][C:6]=1[CH3:18].C(O)C.[OH-].[Na+].Cl, predict the reaction product. (4) Given the reactants CCN=C=NCCCN(C)C.[F:12][C:13]1[CH:14]=[C:15]([C:20]([N:22]2[CH2:35][C:34]([CH3:37])([CH3:36])[C:33]3[C:32]4[CH:31]=[CH:30][CH:29]=[CH:28][C:27]=4[NH:26][C:25]=3[CH:24]([C:38]([OH:40])=O)[CH2:23]2)=[O:21])[CH:16]=[CH:17][C:18]=1[F:19].Cl.[C:42]([O:46][C:47](=[O:51])[CH2:48][CH2:49][NH2:50])([CH3:45])([CH3:44])[CH3:43].C(N(C(C)C)CC)(C)C, predict the reaction product. The product is: [F:12][C:13]1[CH:14]=[C:15]([C:20]([N:22]2[CH2:35][C:34]([CH3:37])([CH3:36])[C:33]3[C:32]4[CH:31]=[CH:30][CH:29]=[CH:28][C:27]=4[NH:26][C:25]=3[CH:24]([C:38]([NH:50][CH2:49][CH2:48][C:47]([O:46][C:42]([CH3:45])([CH3:44])[CH3:43])=[O:51])=[O:40])[CH2:23]2)=[O:21])[CH:16]=[CH:17][C:18]=1[F:19].